Task: Predict the product of the given reaction.. Dataset: Forward reaction prediction with 1.9M reactions from USPTO patents (1976-2016) (1) Given the reactants [Br:1][C:2]1[CH:7]=[CH:6][C:5]([CH2:8][CH2:9][C:10]([OH:12])=O)=[CH:4][CH:3]=1.S(Cl)(Cl)=O.[Cl-].[Cl-].[Cl-].[Al+3], predict the reaction product. The product is: [Br:1][C:2]1[CH:3]=[C:4]2[C:5]([CH2:8][CH2:9][C:10]2=[O:12])=[CH:6][CH:7]=1. (2) Given the reactants [CH3:1][S:2][C:3]1[N:8]=[CH:7][C:6](B(O)O)=[CH:5][N:4]=1.[C:12]1(=[O:17])[CH2:16][CH2:15][CH:14]=[CH:13]1.C(N(CC)CC)C, predict the reaction product. The product is: [CH3:1][S:2][C:3]1[N:8]=[CH:7][C:6]([C@@H:14]2[CH2:15][CH2:16][C:12](=[O:17])[CH2:13]2)=[CH:5][N:4]=1. (3) Given the reactants [CH2:1]([N:4]([CH2:16][CH2:17][C:18]([O:20][CH2:21][CH3:22])=[O:19])[C:5](=[O:15])[C:6]1[CH:11]=[CH:10][C:9]([NH:12][CH3:13])=[C:8]([NH2:14])[CH:7]=1)[CH2:2][CH3:3].C1(N(CCC(OCC)=O)C(=O)C2C=CC(NCC)=C(N)C=2)C=CC=CC=1.[Cl:49][CH2:50][C:51](O)=[O:52], predict the reaction product. The product is: [CH2:1]([N:4]([CH2:16][CH2:17][C:18]([O:20][CH2:21][CH3:22])=[O:19])[C:5](=[O:15])[C:6]1[CH:11]=[CH:10][C:9]([NH:12][CH3:13])=[C:8]([NH:14][C:51](=[O:52])[CH2:50][Cl:49])[CH:7]=1)[CH2:2][CH3:3]. (4) The product is: [C:1]([O:5][C:6]([N:8]1[CH2:21][C@@H:20]([CH3:22])[N:11]2[C:12]3[CH:13]=[C:14]([N:36]=[C:23]([C:24]4[CH:29]=[CH:28][CH:27]=[CH:26][CH:25]=4)[C:30]4[CH:35]=[CH:34][CH:33]=[CH:32][CH:31]=4)[CH:15]=[CH:16][C:17]=3[CH2:18][C@@H:10]2[CH2:9]1)=[O:7])([CH3:4])([CH3:3])[CH3:2]. Given the reactants [C:1]([O:5][C:6]([N:8]1[CH2:21][C@@H:20]([CH3:22])[N:11]2[C:12]3[CH:13]=[C:14](Br)[CH:15]=[CH:16][C:17]=3[CH2:18][C@@H:10]2[CH2:9]1)=[O:7])([CH3:4])([CH3:3])[CH3:2].[C:23](=[NH:36])([C:30]1[CH:35]=[CH:34][CH:33]=[CH:32][CH:31]=1)[C:24]1[CH:29]=[CH:28][CH:27]=[CH:26][CH:25]=1.C1(P(C2C=CC=CC=2)C2C=CC3C(=CC=CC=3)C=2C2C3C(=CC=CC=3)C=CC=2P(C2C=CC=CC=2)C2C=CC=CC=2)C=CC=CC=1, predict the reaction product. (5) Given the reactants [S:1]1[C:5]2=[N:6][CH:7]=[CH:8][CH:9]=[C:4]2[CH:3]=[CH:2]1.C([O-])(O)=O.[Na+].[Cl:15][S:16](O)(=[O:18])=[O:17], predict the reaction product. The product is: [S:1]1[C:5]2=[N:6][CH:7]=[CH:8][CH:9]=[C:4]2[C:3]([S:16]([Cl:15])(=[O:18])=[O:17])=[CH:2]1.